Dataset: Forward reaction prediction with 1.9M reactions from USPTO patents (1976-2016). Task: Predict the product of the given reaction. (1) Given the reactants [CH3:1][N:2]1[CH:6]=[CH:5][N:4]=[CH:3]1.[Cl:7][CH2:8][CH:9]([OH:12])[CH2:10][OH:11], predict the reaction product. The product is: [Cl-:7].[OH:12][CH:9]([CH2:10][OH:11])[CH2:8][N+:4]1[CH:5]=[CH:6][N:2]([CH3:1])[CH:3]=1. (2) Given the reactants [O:1]=[C:2]1[C:11]2[C:6](=[CH:7][CH:8]=[CH:9][CH:10]=2)[C:5]2[C:12](=O)[C:13]3[CH:14]=[CH:15][CH:16]=[CH:17][C:18]=3[C:4]=2[NH:3]1.[BH4-].[Na+].CC[OH:24], predict the reaction product. The product is: [OH:24][C:7]1[CH:8]=[CH:9][CH:10]=[C:11]2[C:6]=1[C:5]1[CH2:12][C:13]3[CH:14]=[CH:15][CH:16]=[CH:17][C:18]=3[C:4]=1[NH:3][C:2]2=[O:1]. (3) Given the reactants [CH3:1][O:2][C:3](=[O:13])[CH:4]([C:6]1[CH:11]=[CH:10][C:9]([OH:12])=[CH:8][CH:7]=1)[OH:5].C(=O)([O-])[O-].[K+].[K+].[Cl:20][C:21]1[CH:22]=[C:23]([CH:26]=[CH:27][C:28]=1[Cl:29])[CH2:24]Br, predict the reaction product. The product is: [CH3:1][O:2][C:3](=[O:13])[CH:4]([C:6]1[CH:11]=[CH:10][C:9]([O:12][CH2:24][C:23]2[CH:26]=[CH:27][C:28]([Cl:29])=[C:21]([Cl:20])[CH:22]=2)=[CH:8][CH:7]=1)[OH:5]. (4) Given the reactants [F:1][C:2]1[CH:3]=[C:4]([CH:16]=[CH:17][CH:18]=1)[CH2:5][O:6][C:7]1[CH:12]=[CH:11][CH:10]=[C:9]([N+:13]([O-])=O)[CH:8]=1.[Cl-].[NH4+].CO.O1CCCC1, predict the reaction product. The product is: [F:1][C:2]1[CH:3]=[C:4]([CH:16]=[CH:17][CH:18]=1)[CH2:5][O:6][C:7]1[CH:12]=[CH:11][CH:10]=[C:9]([NH2:13])[CH:8]=1. (5) Given the reactants [CH:1]1([C:7]2[C:11]([CH2:12][OH:13])=[CH:10][N:9]([C:14]3[CH:19]=[CH:18][C:17]([C:20]([F:23])([F:22])[F:21])=[CH:16][N:15]=3)[N:8]=2)[CH2:6][CH2:5][CH2:4][CH2:3][CH2:2]1, predict the reaction product. The product is: [CH:1]1([C:7]2[C:11]([CH:12]=[O:13])=[CH:10][N:9]([C:14]3[CH:19]=[CH:18][C:17]([C:20]([F:21])([F:23])[F:22])=[CH:16][N:15]=3)[N:8]=2)[CH2:2][CH2:3][CH2:4][CH2:5][CH2:6]1. (6) Given the reactants I[C:2]1[CH:3]=[CH:4][C:5]2[N:6]([CH:8]=[CH:9][N:10]=2)[CH:7]=1.[NH:11]1[CH2:16][CH2:15][O:14][CH2:13][CH2:12]1.C1(P(C2CCCCC2)C2C=CC=CC=2C2C=CC=CC=2N(C)C)CCCCC1.CC(C)([O-])C.[Na+], predict the reaction product. The product is: [N:11]1([C:2]2[CH:3]=[CH:4][C:5]3[N:6]([CH:8]=[CH:9][N:10]=3)[CH:7]=2)[CH2:16][CH2:15][O:14][CH2:13][CH2:12]1. (7) Given the reactants [CH2:1]([O:4][NH:5][C@@H:6]1[CH:11]=[C:10]([CH2:12][CH2:13][O:14][Si:15]([C:18]([CH3:21])([CH3:20])[CH3:19])([CH3:17])[CH3:16])[CH:9]([CH2:22][O:23][Si:24]([C:27]([CH3:30])([CH3:29])[CH3:28])([CH3:26])[CH3:25])[NH:8][CH2:7]1)[CH:2]=[CH2:3].C(N(C(C)C)CC)(C)C.Cl[C:41](Cl)([O:43]C(=O)OC(Cl)(Cl)Cl)Cl, predict the reaction product. The product is: [CH2:1]([O:4][N:5]1[C:41](=[O:43])[N:8]2[CH2:7][C@H:6]1[CH:11]=[C:10]([CH2:12][CH2:13][O:14][Si:15]([C:18]([CH3:21])([CH3:19])[CH3:20])([CH3:16])[CH3:17])[C@H:9]2[CH2:22][O:23][Si:24]([C:27]([CH3:30])([CH3:29])[CH3:28])([CH3:25])[CH3:26])[CH:2]=[CH2:3]. (8) Given the reactants [CH:1]1([CH2:4][O:5][C:6]2[CH:11]=[CH:10][C:9]([O:12][CH3:13])=[CH:8][C:7]=2[C:14]2[C:15]3[N:22]([CH2:23][O:24][CH2:25][CH2:26][Si:27]([CH3:30])([CH3:29])[CH3:28])[C:21]([CH3:31])=[C:20]([C:32]([OH:34])=O)[C:16]=3[N:17]=[CH:18][N:19]=2)[CH2:3][CH2:2]1.[NH2:35][C@@H:36]1[CH2:41][CH2:40][C@H:39]([NH:42][C:43](=[O:49])[O:44][C:45]([CH3:48])([CH3:47])[CH3:46])[CH2:38][CH2:37]1, predict the reaction product. The product is: [CH:1]1([CH2:4][O:5][C:6]2[CH:11]=[CH:10][C:9]([O:12][CH3:13])=[CH:8][C:7]=2[C:14]2[C:15]3[N:22]([CH2:23][O:24][CH2:25][CH2:26][Si:27]([CH3:30])([CH3:28])[CH3:29])[C:21]([CH3:31])=[C:20]([C:32]([NH:35][C@@H:36]4[CH2:41][CH2:40][C@H:39]([NH:42][C:43](=[O:49])[O:44][C:45]([CH3:47])([CH3:46])[CH3:48])[CH2:38][CH2:37]4)=[O:34])[C:16]=3[N:17]=[CH:18][N:19]=2)[CH2:2][CH2:3]1.